This data is from Full USPTO retrosynthesis dataset with 1.9M reactions from patents (1976-2016). The task is: Predict the reactants needed to synthesize the given product. Given the product [CH3:21][S:22]([NH:1][C:2]1[CH:11]=[CH:10][C:9]2[NH:8][C:7](=[O:12])[C:6]3[NH:13][CH:14]=[CH:15][C:5]=3[C:4]=2[CH:3]=1)(=[O:24])=[O:23].[CH2:16]([C:18]([O-:20])=[O:19])[CH3:17], predict the reactants needed to synthesize it. The reactants are: [NH2:1][C:2]1[CH:11]=[CH:10][C:9]2[NH:8][C:7](=[O:12])[C:6]3[NH:13][CH:14]=[CH:15][C:5]=3[C:4]=2[CH:3]=1.[CH2:16]([C:18]([O-:20])=[O:19])[CH3:17].[CH3:21][S:22](Cl)(=[O:24])=[O:23].